Dataset: Forward reaction prediction with 1.9M reactions from USPTO patents (1976-2016). Task: Predict the product of the given reaction. (1) Given the reactants Br[CH2:2][C:3]([O:5][CH3:6])=[O:4].[CH:7]1([NH2:12])[CH2:11][CH2:10][CH2:9][CH2:8]1.C(N(CC)CC)C, predict the reaction product. The product is: [CH:7]1([NH:12][CH2:2][C:3]([O:5][CH3:6])=[O:4])[CH2:11][CH2:10][CH2:9][CH2:8]1. (2) The product is: [C:13]([O:17][C:18]([N:20]1[CH2:25][CH2:24][CH2:23][C@H:22]([C:26]2[N:29]=[C:8]([C:5]3[NH:6][CH:7]=[C:3]([C:2]([F:1])([F:12])[F:11])[N:4]=3)[O:10][N:27]=2)[CH2:21]1)=[O:19])([CH3:16])([CH3:14])[CH3:15]. Given the reactants [F:1][C:2]([F:12])([F:11])[C:3]1[N:4]=[C:5]([C:8]([OH:10])=O)[NH:6][CH:7]=1.[C:13]([O:17][C:18]([N:20]1[CH2:25][CH2:24][CH2:23][C@H:22]([C:26](=[NH:29])[NH:27]O)[CH2:21]1)=[O:19])([CH3:16])([CH3:15])[CH3:14].C1C=NC2N(O)N=NC=2C=1.CCN=C=NCCCN(C)C.Cl, predict the reaction product.